From a dataset of Reaction yield outcomes from USPTO patents with 853,638 reactions. Predict the reaction yield, written as a fraction of the theoretical maximum amount of product (1.0 means a 100% yield; for example, 0.34 means a 34% yield). (1) The reactants are [CH2:1]([O:3][C:4]([C:6]1[C:7]2[C:22](=O)[CH:21]([C:24](=O)[CH3:25])[CH2:20][CH2:19][CH2:18][C:8]=2[N:9](C(OC(C)(C)C)=O)[CH:10]=1)=[O:5])[CH3:2].C(O)(=O)C.[CH:31]([NH2:33])=[NH:32]. The catalyst is CCO. The product is [CH2:1]([O:3][C:4]([C:6]1[C:7]2[C:22]3[N:32]=[CH:31][N:33]=[C:24]([CH3:25])[C:21]=3[CH2:20][CH2:19][CH2:18][C:8]=2[NH:9][CH:10]=1)=[O:5])[CH3:2]. The yield is 0.360. (2) The reactants are [C:1]([N:4]1[C:13]2[C:8](=[CH:9][C:10]([C:14](O)=[O:15])=[CH:11][CH:12]=2)[C@H:7]([NH:17][C:18]2[CH:23]=[CH:22][C:21]([N:24]3[CH2:29][CH2:28][O:27][CH2:26][CH2:25]3)=[CH:20][CH:19]=2)[CH2:6][C@@H:5]1[CH3:30])(=[O:3])[CH3:2].[CH:31]1([NH2:37])[CH2:36][CH2:35][CH2:34][CH2:33][CH2:32]1. No catalyst specified. The product is [C:1]([N:4]1[C:13]2[C:8](=[CH:9][C:10]([C:14]([NH:37][CH:31]3[CH2:36][CH2:35][CH2:34][CH2:33][CH2:32]3)=[O:15])=[CH:11][CH:12]=2)[C@H:7]([NH:17][C:18]2[CH:19]=[CH:20][C:21]([N:24]3[CH2:29][CH2:28][O:27][CH2:26][CH2:25]3)=[CH:22][CH:23]=2)[CH2:6][C@@H:5]1[CH3:30])(=[O:3])[CH3:2]. The yield is 0.870. (3) The reactants are [CH2:1]([O:3][C:4]([C:6]1([NH2:15])[CH2:14][C:13]2[C:8](=[CH:9][CH:10]=[CH:11][CH:12]=2)[CH2:7]1)=[O:5])[CH3:2].[C:16]([C:18]1[C:19]([CH3:27])=[C:20]([CH:24]=[CH:25][CH:26]=1)[C:21](O)=[O:22])#[N:17].CN(C(ON1N=NC2C=CC=NC1=2)=[N+](C)C)C.F[P-](F)(F)(F)(F)F.CCN(C(C)C)C(C)C. No catalyst specified. The product is [CH2:1]([O:3][C:4]([C:6]1([NH:15][C:21](=[O:22])[C:20]2[CH:24]=[CH:25][CH:26]=[C:18]([C:16]#[N:17])[C:19]=2[CH3:27])[CH2:14][C:13]2[C:8](=[CH:9][CH:10]=[CH:11][CH:12]=2)[CH2:7]1)=[O:5])[CH3:2]. The yield is 0.890. (4) The reactants are C(OC(=O)[NH:7][CH:8]1[CH2:13][CH2:12][N:11]([CH2:14][C:15]2[CH:20]=[CH:19][C:18]([O:21][CH3:22])=[C:17]([O:23][CH2:24][CH3:25])[CH:16]=2)[CH2:10][CH2:9]1)(C)(C)C. The catalyst is C(O)C.Cl.O1CCOCC1. The product is [CH2:24]([O:23][C:17]1[CH:16]=[C:15]([CH:20]=[CH:19][C:18]=1[O:21][CH3:22])[CH2:14][N:11]1[CH2:10][CH2:9][CH:8]([NH2:7])[CH2:13][CH2:12]1)[CH3:25]. The yield is 0.890. (5) The reactants are [F:1][C:2]([F:7])([F:6])[C:3]([OH:5])=[O:4].[C:8]1([C:14]2[CH:19]=[C:18]([CH:20]3[CH2:25][CH2:24][NH:23][CH2:22][CH2:21]3)[CH:17]=[CH:16][C:15]=2[NH:26][C:27]([C:29]2[NH:30][CH:31]=[C:32]([C:34]#[N:35])[N:33]=2)=[O:28])[CH2:13][CH2:12][CH2:11][CH2:10][CH:9]=1.[N:36]1[CH:41]=[CH:40][CH:39]=[CH:38][C:37]=1[CH:42]=O.CCN(CC)CC.C(O[BH-](OC(=O)C)OC(=O)C)(=O)C.[Na+]. The catalyst is ClCCCl. The product is [F:1][C:2]([F:7])([F:6])[C:3]([OH:5])=[O:4].[C:8]1([C:14]2[CH:19]=[C:18]([CH:20]3[CH2:21][CH2:22][N:23]([CH2:42][C:37]4[CH:38]=[CH:39][CH:40]=[CH:41][N:36]=4)[CH2:24][CH2:25]3)[CH:17]=[CH:16][C:15]=2[NH:26][C:27]([C:29]2[NH:30][CH:31]=[C:32]([C:34]#[N:35])[N:33]=2)=[O:28])[CH2:13][CH2:12][CH2:11][CH2:10][CH:9]=1. The yield is 0.780. (6) The reactants are [CH3:1][O:2][C:3]1[CH:4]=[C:5]([O:15][C:16]2[CH:17]=[N:18][C:19]([S:22]([CH3:25])(=[O:24])=[O:23])=[CH:20][CH:21]=2)[CH:6]=[C:7]2[C:11]=1[NH:10][C:9]([C:12](=[S:14])[NH2:13])=[CH:8]2.[C:26]([O:31][CH2:32][CH3:33])(=[O:30])[C:27]#[C:28][CH3:29].C(P(CCCC)CCCC)CCC. The catalyst is O1CCCC1. The product is [CH3:1][O:2][C:3]1[CH:4]=[C:5]([O:15][C:16]2[CH:17]=[N:18][C:19]([S:22]([CH3:25])(=[O:24])=[O:23])=[CH:20][CH:21]=2)[CH:6]=[C:7]2[C:11]=1[NH:10][C:9]([C:12]1[S:14][CH:28]([CH2:27][C:26]([O:31][CH2:32][CH3:33])=[O:30])[CH2:29][N:13]=1)=[CH:8]2. The yield is 0.800. (7) The reactants are [Cl-].O[NH3+:3].[C:4](=[O:7])([O-])[OH:5].[Na+].CS(C)=O.[N:13]1([CH2:18][CH2:19][O:20][C@H:21]2[CH2:26][CH2:25][C@H:24]([N:27]3[C:32](=[O:33])[C:31]([CH2:34][C:35]4[CH:40]=[CH:39][C:38]([C:41]5[C:42]([C:47]#[N:48])=[CH:43][CH:44]=[CH:45][CH:46]=5)=[CH:37][CH:36]=4)=[C:30]([CH2:49][CH2:50][CH3:51])[N:29]4[N:52]=[CH:53][N:54]=[C:28]34)[CH2:23][CH2:22]2)[CH:17]=[CH:16][N:15]=[CH:14]1. The catalyst is C(OCC)(=O)C. The product is [N:13]1([CH2:18][CH2:19][O:20][C@H:21]2[CH2:26][CH2:25][C@H:24]([N:27]3[C:32](=[O:33])[C:31]([CH2:34][C:35]4[CH:40]=[CH:39][C:38]([C:41]5[CH:46]=[CH:45][CH:44]=[CH:43][C:42]=5[C:47]5[NH:3][C:4](=[O:7])[O:5][N:48]=5)=[CH:37][CH:36]=4)=[C:30]([CH2:49][CH2:50][CH3:51])[N:29]4[N:52]=[CH:53][N:54]=[C:28]34)[CH2:23][CH2:22]2)[CH:17]=[CH:16][N:15]=[CH:14]1. The yield is 0.330. (8) The reactants are Br[C:2]1[CH:23]=[CH:22][C:5]([C:6]([NH:8][S:9]([C:12]2[CH:17]=[CH:16][CH:15]=[CH:14][C:13]=2[S:18](=[O:21])(=[O:20])[NH2:19])(=[O:11])=[O:10])=[O:7])=[CH:4][C:3]=1[CH3:24].[O:25]1[C:29]2[CH:30]=[CH:31][CH:32]=[CH:33][C:28]=2[CH:27]=[C:26]1B(O)O.C(=O)([O-])[O-].[Na+].[Na+]. The catalyst is CN(C)C=O.Cl[Pd]Cl.C1(P(C2C=CC=CC=2)[C-]2C=CC=C2)C=CC=CC=1.[C-]1(P(C2C=CC=CC=2)C2C=CC=CC=2)C=CC=C1.[Fe+2]. The product is [O:25]1[C:29]2[CH:30]=[CH:31][CH:32]=[CH:33][C:28]=2[CH:27]=[C:26]1[C:2]1[CH:23]=[CH:22][C:5]([C:6]([NH:8][S:9]([C:12]2[CH:17]=[CH:16][CH:15]=[CH:14][C:13]=2[S:18](=[O:21])(=[O:20])[NH2:19])(=[O:11])=[O:10])=[O:7])=[CH:4][C:3]=1[CH3:24]. The yield is 0.410.